The task is: Predict the reactants needed to synthesize the given product.. This data is from Full USPTO retrosynthesis dataset with 1.9M reactions from patents (1976-2016). (1) Given the product [Cl:12][C:13]1[CH:18]=[CH:17][CH:16]=[CH:15][C:14]=1[O:19][C:5]1[CH:4]=[C:3]([CH:8]=[CH:7][CH:6]=1)[C:1]#[N:2], predict the reactants needed to synthesize it. The reactants are: [C:1]([C:3]1[CH:4]=[C:5](B(O)O)[CH:6]=[CH:7][CH:8]=1)#[N:2].[Cl:12][C:13]1[CH:18]=[CH:17][CH:16]=[CH:15][C:14]=1[OH:19].N1C=CC=CC=1. (2) Given the product [CH3:1][C:2]1[O:6][CH:5]=[N:4][C:3]=1[C:7]([OH:9])=[O:8], predict the reactants needed to synthesize it. The reactants are: [CH3:1][C:2]1[O:6][CH:5]=[N:4][C:3]=1[C:7]([O:9]C)=[O:8].[Li+].[OH-]. (3) Given the product [Br:7][C:8]1[CH:13]=[CH:12][C:11]([S:26][C:19]([CH3:25])([CH3:18])[C:20]([O:22][CH2:23][CH3:24])=[O:21])=[C:10]([N+:15]([O-:17])=[O:16])[CH:9]=1, predict the reactants needed to synthesize it. The reactants are: C([O-])([O-])=O.[K+].[K+].[Br:7][C:8]1[CH:13]=[CH:12][C:11](F)=[C:10]([N+:15]([O-:17])=[O:16])[CH:9]=1.[CH3:18][C:19]([SH:26])([CH3:25])[C:20]([O:22][CH2:23][CH3:24])=[O:21]. (4) Given the product [Cl:1][C:2]1[CH:3]=[C:4]([C@@H:8]([OH:26])[CH2:9][NH:10][C@H:11]([CH3:25])[CH2:12][C:13]2[C:21]3[C:16](=[C:17]([C:22]([NH:27][C@@H:28]([CH2:29][CH:30]([CH3:32])[CH3:31])[C:33]([O:35][CH3:36])=[O:34])=[O:23])[CH:18]=[CH:19][CH:20]=3)[NH:15][CH:14]=2)[CH:5]=[CH:6][CH:7]=1, predict the reactants needed to synthesize it. The reactants are: [Cl:1][C:2]1[CH:3]=[C:4]([C@@H:8]([OH:26])[CH2:9][NH:10][C@H:11]([CH3:25])[CH2:12][C:13]2[C:21]3[C:16](=[C:17]([C:22](O)=[O:23])[CH:18]=[CH:19][CH:20]=3)[NH:15][CH:14]=2)[CH:5]=[CH:6][CH:7]=1.[NH2:27][C@H:28]([C:33]([O:35][CH3:36])=[O:34])[CH2:29][CH:30]([CH3:32])[CH3:31].Cl.Cl.C(N=C=NCCCN(C)C)C.ON1C2C=CC=CC=2N=N1.C(N(CC)CC)C. (5) Given the product [Br:37][C:34]1[CH:35]=[CH:36][C:31]([NH:30][C:28]([C:27]2[C:26]([O:39][CH2:40][CH:41]([F:42])[F:43])=[CH:25][C:24]3[N:44]([CH3:45])[C:20]([NH:19][C:3]4[CH:4]=[C:5]([CH2:6][NH:7][C:8]([C:10]5([C:13]([F:16])([F:15])[F:14])[CH2:12][CH2:11]5)=[O:9])[CH:17]=[CH:18][C:2]=4[F:1])=[N:22][C:23]=3[CH:38]=2)=[O:29])=[CH:32][CH:33]=1, predict the reactants needed to synthesize it. The reactants are: [F:1][C:2]1[CH:18]=[CH:17][C:5]([CH2:6][NH:7][C:8]([C:10]2([C:13]([F:16])([F:15])[F:14])[CH2:12][CH2:11]2)=[O:9])=[CH:4][C:3]=1[N:19]=[C:20]=S.[NH2:22][C:23]1[C:24]([NH:44][CH3:45])=[CH:25][C:26]([O:39][CH2:40][CH:41]([F:43])[F:42])=[C:27]([CH:38]=1)[C:28]([NH:30][C:31]1[CH:36]=[CH:35][C:34]([Br:37])=[CH:33][CH:32]=1)=[O:29].CC(C)N=C=NC(C)C. (6) Given the product [O:56]=[C:20]([N:17]1[CH2:16][CH2:15][CH:14]([N:11]2[CH2:10][CH2:9][NH:8][CH2:13][CH2:12]2)[CH2:19][CH2:18]1)[C@H:21]([NH:33][C:34]([N:36]1[CH2:41][CH2:40][CH:39]([N:42]2[C:46]3[CH:47]=[N:48][C:49]4[CH:50]=[CH:51][CH:52]=[CH:53][C:54]=4[C:45]=3[NH:44][C:43]2=[O:55])[CH2:38][CH2:37]1)=[O:35])[CH2:22][C:23]1[CH:32]=[CH:31][C:30]2[CH2:29][CH2:28][CH2:27][CH2:26][C:25]=2[CH:24]=1, predict the reactants needed to synthesize it. The reactants are: C([N:8]1[CH2:13][CH2:12][N:11]([CH:14]2[CH2:19][CH2:18][N:17]([C:20](=[O:56])[C@H:21]([NH:33][C:34]([N:36]3[CH2:41][CH2:40][CH:39]([N:42]4[C:46]5[CH:47]=[N:48][C:49]6[CH:50]=[CH:51][CH:52]=[CH:53][C:54]=6[C:45]=5[NH:44][C:43]4=[O:55])[CH2:38][CH2:37]3)=[O:35])[CH2:22][C:23]3[CH:32]=[CH:31][C:30]4[CH2:29][CH2:28][CH2:27][CH2:26][C:25]=4[CH:24]=3)[CH2:16][CH2:15]2)[CH2:10][CH2:9]1)C1C=CC=CC=1.[H][H].